This data is from NCI-60 drug combinations with 297,098 pairs across 59 cell lines. The task is: Regression. Given two drug SMILES strings and cell line genomic features, predict the synergy score measuring deviation from expected non-interaction effect. (1) Drug 1: C1=NC2=C(N1)C(=S)N=C(N2)N. Cell line: CCRF-CEM. Drug 2: C1=CC=C(C(=C1)C(C2=CC=C(C=C2)Cl)C(Cl)Cl)Cl. Synergy scores: CSS=48.1, Synergy_ZIP=2.51, Synergy_Bliss=2.14, Synergy_Loewe=-22.6, Synergy_HSA=2.80. (2) Drug 1: C1=C(C(=O)NC(=O)N1)F. Drug 2: C1=NC2=C(N=C(N=C2N1C3C(C(C(O3)CO)O)F)Cl)N. Synergy scores: CSS=29.5, Synergy_ZIP=-2.96, Synergy_Bliss=-3.20, Synergy_Loewe=1.80, Synergy_HSA=4.24. Cell line: MDA-MB-435. (3) Synergy scores: CSS=34.3, Synergy_ZIP=-9.90, Synergy_Bliss=0.819, Synergy_Loewe=-64.5, Synergy_HSA=-0.789. Drug 1: COC1=CC(=CC(=C1O)OC)C2C3C(COC3=O)C(C4=CC5=C(C=C24)OCO5)OC6C(C(C7C(O6)COC(O7)C8=CC=CS8)O)O. Cell line: SK-MEL-5. Drug 2: C(CN)CNCCSP(=O)(O)O.